Task: Predict the product of the given reaction.. Dataset: Forward reaction prediction with 1.9M reactions from USPTO patents (1976-2016) (1) Given the reactants [Cl:1][C:2]1[C:3]([O:11][CH3:12])=[C:4]([CH2:9]O)[CH:5]=[N:6][C:7]=1[CH3:8].S(Cl)([Cl:15])=O, predict the reaction product. The product is: [Cl:1][C:2]1[C:7]([CH3:8])=[N:6][CH:5]=[C:4]([CH2:9][Cl:15])[C:3]=1[O:11][CH3:12]. (2) Given the reactants [N+:1]([C:4]1[CH:9]=[CH:8][C:7]([N:10]2[CH2:15][CH2:14][CH2:13][CH2:12][CH2:11]2)=[CH:6][C:5]=1[C:16]1[CH:17]=[C:18]([CH:23]=[CH:24][N:25]=1)[C:19]([O:21][CH3:22])=[O:20])([O-])=O.[NH4+].[Cl-], predict the reaction product. The product is: [NH2:1][C:4]1[CH:9]=[CH:8][C:7]([N:10]2[CH2:15][CH2:14][CH2:13][CH2:12][CH2:11]2)=[CH:6][C:5]=1[C:16]1[CH:17]=[C:18]([CH:23]=[CH:24][N:25]=1)[C:19]([O:21][CH3:22])=[O:20]. (3) Given the reactants [CH3:1][O:2][C:3]1[CH:4]=[C:5]2[C:10](=[CH:11][C:12]=1[O:13][CH3:14])[N:9]=[CH:8][N:7]=[C:6]2[CH:15]1[CH2:20][CH2:19][NH:18][CH2:17][CH2:16]1.[Cl:21][C:22]1[CH:27]=[CH:26][C:25]([N:28]=[C:29]=[O:30])=[CH:24][CH:23]=1, predict the reaction product. The product is: [Cl:21][C:22]1[CH:27]=[CH:26][C:25]([NH:28][C:29]([N:18]2[CH2:19][CH2:20][CH:15]([C:6]3[C:5]4[C:10](=[CH:11][C:12]([O:13][CH3:14])=[C:3]([O:2][CH3:1])[CH:4]=4)[N:9]=[CH:8][N:7]=3)[CH2:16][CH2:17]2)=[O:30])=[CH:24][CH:23]=1. (4) Given the reactants [CH3:1][O:2][C:3](=[O:22])[C:4]1[CH:9]=[CH:8][C:7]([O:10][CH3:11])=[C:6]([NH:12][C:13](=[N:20]Cl)[C:14]2[CH:19]=[CH:18][CH:17]=[CH:16][CH:15]=2)[CH:5]=1.C([O-])(O)=O.[Na+], predict the reaction product. The product is: [CH3:1][O:2][C:3]([C:4]1[C:5]2[N:20]=[C:13]([C:14]3[CH:19]=[CH:18][CH:17]=[CH:16][CH:15]=3)[NH:12][C:6]=2[C:7]([O:10][CH3:11])=[CH:8][CH:9]=1)=[O:22]. (5) Given the reactants [C:1]1([CH2:11][N:12]2[C:16](=[O:17])[CH2:15][CH2:14][C@@H:13]2[C:18]([OH:20])=O)[C:10]2[C:5](=[CH:6][CH:7]=[CH:8][CH:9]=2)[CH:4]=[CH:3][CH:2]=1.[NH2:21][CH:22]([CH2:28][C:29]1[CH:34]=[CH:33][CH:32]=[CH:31][CH:30]=1)[CH:23]([OH:27])[C:24]([NH2:26])=[O:25].O[NH-].O=[N-], predict the reaction product. The product is: [NH2:26][C:24](=[O:25])[C:23](=[O:27])[CH:22]([NH:21][C:18]([C@H:13]1[CH2:14][CH2:15][C:16](=[O:17])[N:12]1[CH2:11][C:1]1[C:10]2[C:5](=[CH:6][CH:7]=[CH:8][CH:9]=2)[CH:4]=[CH:3][CH:2]=1)=[O:20])[CH2:28][C:29]1[CH:30]=[CH:31][CH:32]=[CH:33][CH:34]=1. (6) Given the reactants [Cl:1][C:2]1[CH:7]=[CH:6][C:5]([O:8][C:9]([N:11]2[CH2:16][CH2:15][CH:14]([C:17]#[C:18][CH2:19]OS(C)(=O)=O)[CH2:13][CH2:12]2)=[O:10])=[CH:4][CH:3]=1.C[CH:26]=[CH:27][CH2:28][NH2:29].[OH-].[Na+].[CH3:32]O, predict the reaction product. The product is: [Cl:1][C:2]1[CH:7]=[CH:6][C:5]([O:8][C:9]([N:11]2[CH2:16][CH2:15][CH:14]([C:17]#[C:18][CH2:19][N:29]([CH2:28][CH:27]=[CH2:26])[CH3:32])[CH2:13][CH2:12]2)=[O:10])=[CH:4][CH:3]=1.